From a dataset of Catalyst prediction with 721,799 reactions and 888 catalyst types from USPTO. Predict which catalyst facilitates the given reaction. (1) Reactant: [Si:1]([O:8]S(C(F)(F)F)(=O)=O)([C:4]([CH3:7])([CH3:6])[CH3:5])([CH3:3])[CH3:2].C(N(CC)CC)C.[CH3:23][O:24][C:25](=[O:37])[CH2:26][C:27]1[CH:32]=[C:31]([O:33][CH3:34])[C:30](O)=[C:29]([Br:36])[CH:28]=1.C(=O)(O)[O-].[Na+]. Product: [CH3:23][O:24][C:25](=[O:37])[CH2:26][C:27]1[CH:32]=[C:31]([O:33][CH3:34])[C:30]([O:8][Si:1]([C:4]([CH3:7])([CH3:6])[CH3:5])([CH3:3])[CH3:2])=[C:29]([Br:36])[CH:28]=1. The catalyst class is: 4. (2) Reactant: [CH:1]1([N:5]2[CH2:10][CH2:9][N:8]([C:11]([C:13]3[CH:14]=[C:15]4[C:19](=[CH:20][CH:21]=3)[NH:18][C:17]([C:22]([N:24]3[CH2:29][CH2:28][S:27](=[O:31])(=[O:30])[CH2:26][CH2:25]3)=[O:23])=[CH:16]4)=[O:12])[CH2:7][CH2:6]2)[CH2:4][CH2:3][CH2:2]1.[CH3:32][S:33]([C:36]1[CH:37]=[C:38](B(O)O)[CH:39]=[CH:40][CH:41]=1)(=[O:35])=[O:34].N1C=CC=CC=1. Product: [CH:1]1([N:5]2[CH2:6][CH2:7][N:8]([C:11]([C:13]3[CH:14]=[C:15]4[C:19](=[CH:20][CH:21]=3)[N:18]([C:40]3[CH:39]=[CH:38][CH:37]=[C:36]([S:33]([CH3:32])(=[O:35])=[O:34])[CH:41]=3)[C:17]([C:22]([N:24]3[CH2:29][CH2:28][S:27](=[O:30])(=[O:31])[CH2:26][CH2:25]3)=[O:23])=[CH:16]4)=[O:12])[CH2:9][CH2:10]2)[CH2:2][CH2:3][CH2:4]1. The catalyst class is: 221. (3) Reactant: [CH2:1]([C@H:8]1[CH2:12][O:11][C:10](=[O:13])[N:9]1[C:14](=[O:39])[CH2:15][C@@H:16]([C:22]1[CH:38]=[CH:37][C:25]([O:26][CH2:27][C:28]2[CH:29]=[C:30](B(O)O)[CH:31]=[CH:32][CH:33]=2)=[CH:24][CH:23]=1)[C:17]1[CH:21]=[CH:20][O:19][N:18]=1)[C:2]1[CH:7]=[CH:6][CH:5]=[CH:4][CH:3]=1.FC(F)(F)S(O[C:46]1[CH2:51][CH2:50][N:49]([C:52]([O:54][C:55]([CH3:58])([CH3:57])[CH3:56])=[O:53])[CH2:48][CH:47]=1)(=O)=O.C(=O)([O-])[O-].[Na+].[Na+].[Cl-].[Li+]. Product: [CH2:1]([C@H:8]1[CH2:12][O:11][C:10](=[O:13])[N:9]1[C:14](=[O:39])[CH2:15][C@@H:16]([C:22]1[CH:38]=[CH:37][C:25]([O:26][CH2:27][C:28]2[CH:29]=[C:30]([C:46]3[CH2:51][CH2:50][N:49]([C:52]([O:54][C:55]([CH3:58])([CH3:57])[CH3:56])=[O:53])[CH2:48][CH:47]=3)[CH:31]=[CH:32][CH:33]=2)=[CH:24][CH:23]=1)[C:17]1[CH:21]=[CH:20][O:19][N:18]=1)[C:2]1[CH:7]=[CH:6][CH:5]=[CH:4][CH:3]=1. The catalyst class is: 587. (4) Reactant: [OH:1][C:2]1[C:9]([CH3:10])=[CH:8][C:5]([C:6]#[N:7])=[CH:4][C:3]=1[CH3:11].[H-].[Na+].[NH2:14][C:15]1[C:20]([Br:21])=[C:19](Cl)[N:18]=[C:17]([NH:23][C:24]2[CH:31]=[CH:30][C:27]([C:28]#[N:29])=[CH:26][CH:25]=2)[N:16]=1.O. The catalyst class is: 60. Product: [NH2:14][C:15]1[N:16]=[C:17]([NH:23][C:24]2[CH:25]=[CH:26][C:27]([C:28]#[N:29])=[CH:30][CH:31]=2)[N:18]=[C:19]([O:1][C:2]2[C:3]([CH3:11])=[CH:4][C:5]([C:6]#[N:7])=[CH:8][C:9]=2[CH3:10])[C:20]=1[Br:21]. (5) Reactant: [Cl:1][C:2]1[CH:16]=[CH:15][C:5]([O:6][C:7]2[CH:14]=[CH:13][C:10]([CH:11]=O)=[CH:9][CH:8]=2)=[CH:4][C:3]=1[C:17]([F:20])([F:19])[F:18].C([O-])(=O)C.[NH4+].[N+:26]([CH3:29])([O-:28])=[O:27]. Product: [Cl:1][C:2]1[CH:16]=[CH:15][C:5]([O:6][C:7]2[CH:14]=[CH:13][C:10](/[CH:11]=[CH:29]/[N+:26]([O-:28])=[O:27])=[CH:9][CH:8]=2)=[CH:4][C:3]=1[C:17]([F:20])([F:19])[F:18]. The catalyst class is: 52. (6) Reactant: [Si]([O:8][CH2:9][C:10]1([CH3:37])[S:16][CH2:15][CH2:14][N:13]2[C:17]([C:20]3[CH:25]=[CH:24][C:23]([C:26]4[CH:31]=[CH:30][C:29]([F:32])=[CH:28][CH:27]=4)=[CH:22][C:21]=3[C:33]([F:36])([F:35])[F:34])=[N:18][N:19]=[C:12]2[CH2:11]1)(C(C)(C)C)(C)C.[F-].C([N+](CCCC)(CCCC)CCCC)CCC.O. Product: [F:32][C:29]1[CH:28]=[CH:27][C:26]([C:23]2[CH:24]=[CH:25][C:20]([C:17]3[N:13]4[CH2:14][CH2:15][S:16][C:10]([CH2:9][OH:8])([CH3:37])[CH2:11][C:12]4=[N:19][N:18]=3)=[C:21]([C:33]([F:36])([F:34])[F:35])[CH:22]=2)=[CH:31][CH:30]=1. The catalyst class is: 7. (7) Reactant: C([O:3][C:4](=[O:38])[CH2:5][CH2:6][CH2:7][NH:8][C:9]([C:11]1[C:12]([OH:37])=[C:13]2[C:18](=[CH:19][N:20]=1)[N:17]([CH2:21][C:22]1[CH:27]=[CH:26][CH:25]=[CH:24][CH:23]=1)[C:16](=[O:28])[C:15]([C:29]1[CH:34]=[CH:33][CH:32]=[C:31]([O:35][CH3:36])[CH:30]=1)=[CH:14]2)=[O:10])C.[OH-].[Na+].CO. Product: [CH2:21]([N:17]1[C:18]2[C:13](=[C:12]([OH:37])[C:11]([C:9]([NH:8][CH2:7][CH2:6][CH2:5][C:4]([OH:38])=[O:3])=[O:10])=[N:20][CH:19]=2)[CH:14]=[C:15]([C:29]2[CH:34]=[CH:33][CH:32]=[C:31]([O:35][CH3:36])[CH:30]=2)[C:16]1=[O:28])[C:22]1[CH:27]=[CH:26][CH:25]=[CH:24][CH:23]=1. The catalyst class is: 1.